The task is: Predict which catalyst facilitates the given reaction.. This data is from Catalyst prediction with 721,799 reactions and 888 catalyst types from USPTO. (1) Reactant: C([N:8]1[CH2:13][CH2:12][N:11]([C:14]([C:16]2[CH:21]=[CH:20][CH:19]=[CH:18][C:17]=2[NH:22][C:23]2[CH:24]=[C:25]3[C:29](=[CH:30][CH:31]=2)[NH:28][N:27]=[CH:26]3)=[O:15])[CH2:10][CH2:9]1)C1C=CC=CC=1.C([O-])=O.[NH4+]. The catalyst class is: 29. Product: [N:11]1([C:14]([C:16]2[CH:21]=[CH:20][CH:19]=[CH:18][C:17]=2[NH:22][C:23]2[CH:24]=[C:25]3[C:29](=[CH:30][CH:31]=2)[NH:28][N:27]=[CH:26]3)=[O:15])[CH2:10][CH2:9][NH:8][CH2:13][CH2:12]1. (2) Reactant: C[Al](C)C.[CH3:5][O:6][C:7]1[CH:8]=[C:9]([CH2:15][CH2:16][C:17]2[CH:18]=[C:19]([NH2:22])[NH:20][N:21]=2)[CH:10]=[C:11]([O:13][CH3:14])[CH:12]=1.[CH3:23][N:24]1[CH2:29][CH2:28][CH:27]([C:30]2[N:35]=[CH:34][C:33]([C:36](OC)=[O:37])=[CH:32][N:31]=2)[CH2:26][CH2:25]1.Cl. Product: [CH3:14][O:13][C:11]1[CH:10]=[C:9]([CH2:15][CH2:16][C:17]2[CH:18]=[C:19]([NH:22][C:36]([C:33]3[CH:34]=[N:35][C:30]([CH:27]4[CH2:28][CH2:29][N:24]([CH3:23])[CH2:25][CH2:26]4)=[N:31][CH:32]=3)=[O:37])[NH:20][N:21]=2)[CH:8]=[C:7]([O:6][CH3:5])[CH:12]=1. The catalyst class is: 224. (3) Reactant: Cl.[NH2:2][C:3]1[C:11]2[C:10]([C:12]3[CH:17]=[CH:16][CH:15]=[C:14]([CH3:18])[N:13]=3)=[N:9][C:8]([O:19][CH2:20][C:21]3[CH:22]=[N:23][N:24]([CH2:26][CH2:27][O:28]C4CCCCO4)[CH:25]=3)=[N:7][C:6]=2[S:5][C:4]=1[C:35]([NH2:37])=[O:36]. Product: [NH2:2][C:3]1[C:11]2[C:10]([C:12]3[CH:17]=[CH:16][CH:15]=[C:14]([CH3:18])[N:13]=3)=[N:9][C:8]([O:19][CH2:20][C:21]3[CH:22]=[N:23][N:24]([CH2:26][CH2:27][OH:28])[CH:25]=3)=[N:7][C:6]=2[S:5][C:4]=1[C:35]([NH2:37])=[O:36]. The catalyst class is: 346. (4) Reactant: [C:1]([C:3]1[CH:4]=[C:5]([CH:10]([NH:12]C(=O)OC(C)(C)C)[CH3:11])[CH:6]=[C:7]([Cl:9])[CH:8]=1)#[N:2].O1CCOCC1.Cl. Product: [ClH:9].[NH2:12][CH:10]([C:5]1[CH:4]=[C:3]([CH:8]=[C:7]([Cl:9])[CH:6]=1)[C:1]#[N:2])[CH3:11]. The catalyst class is: 2.